Dataset: Catalyst prediction with 721,799 reactions and 888 catalyst types from USPTO. Task: Predict which catalyst facilitates the given reaction. (1) Reactant: [Br:1][C:2]1[CH:3]=[CH:4][C:5]([F:27])=[C:6]([C@:8]2([CH3:26])[CH2:12]OS(=O)(=O)[N:9]2[CH2:15][C:16]2[CH:21]=[CH:20][C:19]([O:22][CH3:23])=[CH:18][C:17]=2[O:24][CH3:25])[CH:7]=1.CN(C)C(N(C)C)=N.[SH:36][CH2:37][C:38]#[N:39]. Product: [Br:1][C:2]1[CH:3]=[CH:4][C:5]([F:27])=[C:6]([C@:8]([NH:9][CH2:15][C:16]2[CH:21]=[CH:20][C:19]([O:22][CH3:23])=[CH:18][C:17]=2[O:24][CH3:25])([CH3:26])[CH2:12][S:36][CH2:37][C:38]#[N:39])[CH:7]=1. The catalyst class is: 3. (2) Reactant: [Br:1][C:2]1[CH:20]=[CH:19][C:5]([O:6][CH2:7][CH:8]2[CH2:13][CH2:12][N:11]([CH2:14][C:15]([CH3:18])(O)[CH3:16])[CH2:10][CH2:9]2)=[C:4]([F:21])[CH:3]=1.CCN(S(F)(F)[F:28])CC.C([O-])(O)=O.[Na+]. Product: [Br:1][C:2]1[CH:20]=[CH:19][C:5]([O:6][CH2:7][CH:8]2[CH2:13][CH2:12][N:11]([CH2:14][C:15]([F:28])([CH3:18])[CH3:16])[CH2:10][CH2:9]2)=[C:4]([F:21])[CH:3]=1. The catalyst class is: 2.